Dataset: Cav3 T-type calcium channel HTS with 100,875 compounds. Task: Binary Classification. Given a drug SMILES string, predict its activity (active/inactive) in a high-throughput screening assay against a specified biological target. (1) The compound is Clc1c(OCCCCNCc2ccccc2)c(cc(c1)C)C. The result is 0 (inactive). (2) The result is 0 (inactive). The compound is FC(F)(C(=O)/C=C\N(Cc1ccccc1)C)C(F)(F)F. (3) The molecule is O=C(NC1CCCCC1)Nc1cc2OCCOc2cc1. The result is 0 (inactive). (4) The molecule is Clc1c(nc(SC)nc1)C(O)=O. The result is 0 (inactive).